This data is from KCNQ2 potassium channel screen with 302,405 compounds. The task is: Binary Classification. Given a drug SMILES string, predict its activity (active/inactive) in a high-throughput screening assay against a specified biological target. (1) The compound is O=C/1N(CCc2cc(OC)c(OC)cc2)C(=O)NC(=O)C1=C/NN1CCCCC1. The result is 0 (inactive). (2) The compound is S(CCOc1c(C(=O)CC)cccc1)c1[nH]c(cc(=O)n1)C. The result is 0 (inactive). (3) The result is 0 (inactive). The compound is BrC1=c2c(cn(CCN3CCOCC3)c(c2)c2ccc(OC)cc2)C(=O)C(OC(=O)CCC(OC)=O)(C1=O)C. (4) The molecule is Fc1c(N2CCN(CC2)Cc2nc(Nc3cc4OCCOc4cc3)nc(n2)N)cccc1. The result is 0 (inactive). (5) The drug is S(c1n(nnn1)c1c(OC)ccc(OC)c1)CC(O)=O. The result is 0 (inactive). (6) The drug is Fc1ccc(Oc2ncccc2N)cc1. The result is 0 (inactive). (7) The molecule is O(c1ccc(C2n3[nH]cnc3=NC(=C2)c2ccccc2)cc1)CC. The result is 0 (inactive). (8) The drug is S(=O)(=O)(CCC(=O)NCCc1cc(OC)c(OC)cc1)c1cc2NC(=O)COc2cc1. The result is 0 (inactive). (9) The compound is S(CC(=O)N1C(CCCC1)C)c1n(c2c(n(c(=O)n(c2=O)C)C)n1)C. The result is 0 (inactive). (10) The molecule is O1C2(NC(=O)C(C(C2)c2c1ccc(OC)c2)C(OCC)=O)C. The result is 0 (inactive).